Dataset: NCI-60 drug combinations with 297,098 pairs across 59 cell lines. Task: Regression. Given two drug SMILES strings and cell line genomic features, predict the synergy score measuring deviation from expected non-interaction effect. (1) Drug 1: C1=NC2=C(N=C(N=C2N1C3C(C(C(O3)CO)O)O)F)N. Drug 2: C(CC(=O)O)C(=O)CN.Cl. Cell line: SK-OV-3. Synergy scores: CSS=19.9, Synergy_ZIP=-4.02, Synergy_Bliss=-1.25, Synergy_Loewe=-3.90, Synergy_HSA=-1.57. (2) Drug 1: C1=NC(=NC(=O)N1C2C(C(C(O2)CO)O)O)N. Drug 2: CC12CCC3C(C1CCC2O)C(CC4=C3C=CC(=C4)O)CCCCCCCCCS(=O)CCCC(C(F)(F)F)(F)F. Cell line: BT-549. Synergy scores: CSS=6.53, Synergy_ZIP=-0.836, Synergy_Bliss=2.52, Synergy_Loewe=-1.61, Synergy_HSA=1.09. (3) Drug 1: C1=CC(=C2C(=C1NCCNCCO)C(=O)C3=C(C=CC(=C3C2=O)O)O)NCCNCCO. Drug 2: CCCCCOC(=O)NC1=NC(=O)N(C=C1F)C2C(C(C(O2)C)O)O. Cell line: SK-MEL-5. Synergy scores: CSS=15.6, Synergy_ZIP=-1.41, Synergy_Bliss=1.65, Synergy_Loewe=-29.1, Synergy_HSA=-3.17.